From a dataset of Full USPTO retrosynthesis dataset with 1.9M reactions from patents (1976-2016). Predict the reactants needed to synthesize the given product. Given the product [Cl:22][CH2:9][C:7]1[CH:6]=[CH:5][CH:4]=[C:3]([O:2][CH3:1])[N:8]=1, predict the reactants needed to synthesize it. The reactants are: [CH3:1][O:2][C:3]1[N:8]=[C:7]([CH2:9]O)[CH:6]=[CH:5][CH:4]=1.CCN(CC)CC.CS([Cl:22])(=O)=O.